From a dataset of Forward reaction prediction with 1.9M reactions from USPTO patents (1976-2016). Predict the product of the given reaction. (1) Given the reactants Cl[C:2]1[C:3]([F:22])=[CH:4][N:5]2[C:10]([C:11]=1[CH3:12])=[C:9]([CH:13]1[CH2:15][CH2:14]1)[CH:8]=[C:7]([C:16]([O:18][CH2:19][CH3:20])=[O:17])[C:6]2=[O:21].[N:23]1[CH:28]=[CH:27][C:26](B(O)O)=[CH:25][CH:24]=1, predict the reaction product. The product is: [N:23]1[CH:28]=[CH:27][C:26]([C:2]2[C:3]([F:22])=[CH:4][N:5]3[C:10]([C:11]=2[CH3:12])=[C:9]([CH:13]2[CH2:15][CH2:14]2)[CH:8]=[C:7]([C:16]([O:18][CH2:19][CH3:20])=[O:17])[C:6]3=[O:21])=[CH:25][CH:24]=1. (2) Given the reactants C([O:5][C:6]([C@H:8]1[CH2:12][CH2:11][CH2:10][N:9]1[C:13](=[O:44])[C:14]1[CH:19]=[CH:18][C:17]([C:20]2[CH:25]=[CH:24][C:23]([NH:26][C:27]([C:29]3[N:30]=[C:31]([C:38]4[CH:43]=[CH:42][CH:41]=[CH:40][CH:39]=4)[O:32][C:33]=3[C:34]([F:37])([F:36])[F:35])=[O:28])=[CH:22][N:21]=2)=[CH:16][CH:15]=1)=[O:7])(C)(C)C.FC(F)(F)C(O)=O, predict the reaction product. The product is: [C:38]1([C:31]2[O:32][C:33]([C:34]([F:35])([F:36])[F:37])=[C:29]([C:27]([NH:26][C:23]3[CH:24]=[CH:25][C:20]([C:17]4[CH:18]=[CH:19][C:14]([C:13]([N:9]5[CH2:10][CH2:11][CH2:12][C@@H:8]5[C:6]([OH:7])=[O:5])=[O:44])=[CH:15][CH:16]=4)=[N:21][CH:22]=3)=[O:28])[N:30]=2)[CH:43]=[CH:42][CH:41]=[CH:40][CH:39]=1. (3) Given the reactants [N+:1]([C:4]1[CH:11]=[C:10]([C:12]2[C:17]([C:18]([F:21])([F:20])[F:19])=[CH:16][CH:15]=[CH:14][N:13]=2)[CH:9]=[CH:8][C:5]=1[C:6]#[N:7])([O-])=O.Cl[Sn]Cl.[OH-].[Na+], predict the reaction product. The product is: [NH2:1][C:4]1[CH:11]=[C:10]([C:12]2[C:17]([C:18]([F:21])([F:19])[F:20])=[CH:16][CH:15]=[CH:14][N:13]=2)[CH:9]=[CH:8][C:5]=1[C:6]#[N:7]. (4) Given the reactants [CH3:1][C:2]1[O:6][N:5]=[C:4]([C:7]2[CH:12]=[CH:11][C:10]([NH2:13])=[CH:9][CH:8]=2)[N:3]=1.COC1C=C(C=CC=1OC)C=O.FC(F)(F)C(O)=O.C(C1C=CC(N[CH:43]([C:59]2[CH:64]=[C:63]([O:65][CH3:66])[C:62]([O:67][CH3:68])=[CH:61][C:60]=2F)[C:44]2NC(=O)N(C3C=CC=CC=3C(O)=O)[N:45]=2)=CC=1)(=N)N.C[Si](C#N)(C)C.C(S([O-])(=O)=O)(F)(F)F.C(S([O-])(=O)=O)(F)(F)F.C(S([O-])(=O)=O)(F)(F)F.[Yb+3], predict the reaction product. The product is: [CH3:66][O:65][C:63]1[CH:64]=[C:59]([CH:43]([NH:13][C:10]2[CH:11]=[CH:12][C:7]([C:4]3[N:3]=[C:2]([CH3:1])[O:6][N:5]=3)=[CH:8][CH:9]=2)[C:44]#[N:45])[CH:60]=[CH:61][C:62]=1[O:67][CH3:68]. (5) The product is: [OH:34][C:28]([C:30]([F:33])([F:32])[F:31])=[O:29].[CH3:13][C:10]1[NH:11][C:12]2[C:8]([C:9]=1[CH3:14])=[C:7]([CH:15]1[CH2:20][CH2:19][CH2:18][NH:17][CH2:16]1)[CH:6]=[CH:5][C:4]=2[C:1]([NH2:2])=[O:3]. Given the reactants [C:1]([C:4]1[CH:5]=[CH:6][C:7]([CH:15]2[CH2:20][CH2:19][CH2:18][N:17](C(OC(C)(C)C)=O)[CH2:16]2)=[C:8]2[C:12]=1[NH:11][C:10]([CH3:13])=[C:9]2[CH3:14])(=[O:3])[NH2:2].[C:28]([OH:34])([C:30]([F:33])([F:32])[F:31])=[O:29], predict the reaction product. (6) The product is: [Cl:1][C:2]1[C:3]([O:12][CH3:13])=[C:4]([NH2:9])[CH:5]=[C:6]([Cl:8])[CH:7]=1. Given the reactants [Cl:1][C:2]1[CH:7]=[C:6]([Cl:8])[CH:5]=[C:4]([N+:9]([O-])=O)[C:3]=1[OH:12].[CH3:13]OS(OC)(=O)=O.C(=O)([O-])[O-].[K+].[K+], predict the reaction product. (7) Given the reactants [O:1]1[CH2:3][C@H:2]1[CH2:4][N:5]1[CH2:10][CH2:9][N:8]([C:11]([O:13][C:14]([CH3:17])([CH3:16])[CH3:15])=[O:12])[CH2:7][CH2:6]1.[NH3:18], predict the reaction product. The product is: [NH2:18][CH2:3][C@@H:2]([OH:1])[CH2:4][N:5]1[CH2:10][CH2:9][N:8]([C:11]([O:13][C:14]([CH3:17])([CH3:16])[CH3:15])=[O:12])[CH2:7][CH2:6]1.[NH2:18][CH2:3][C@H:2]([OH:1])[CH2:4][N:5]1[CH2:10][CH2:9][N:8]([C:11]([O:13][C:14]([CH3:17])([CH3:16])[CH3:15])=[O:12])[CH2:7][CH2:6]1. (8) Given the reactants [CH3:1][O:2][C:3]1[C:11]([C:12](N)=[O:13])=[CH:10][CH:9]=[C:8]2[C:4]=1[C:5](/[CH:15]=[CH:16]/[C:17]1[CH:22]=[CH:21][CH:20]=[CH:19][CH:18]=1)=[N:6][NH:7]2.[OH-:23].[Li+].Cl, predict the reaction product. The product is: [CH3:1][O:2][C:3]1[C:11]([C:12]([OH:23])=[O:13])=[CH:10][CH:9]=[C:8]2[C:4]=1[C:5](/[CH:15]=[CH:16]/[C:17]1[CH:22]=[CH:21][CH:20]=[CH:19][CH:18]=1)=[N:6][NH:7]2. (9) Given the reactants [CH3:1][O:2][CH2:3][CH2:4][CH2:5][NH:6][C:7]1[C:16]2[C:11](=[CH:12][CH:13]=[CH:14][CH:15]=2)[N:10]=[CH:9][C:8]=1[N+:17]([O-])=O.S([O-])([O-])(=O)=O.[Mg+2], predict the reaction product. The product is: [CH3:1][O:2][CH2:3][CH2:4][CH2:5][NH:6][C:7]1[C:16]2[C:11](=[CH:12][CH:13]=[CH:14][CH:15]=2)[N:10]=[CH:9][C:8]=1[NH2:17]. (10) Given the reactants B.C1COCC1.C1COCC1.[CH3:12][S:13][CH2:14][CH2:15][N:16]([C:27](=O)[C:28]1[CH:33]=[CH:32][CH:31]=[CH:30][C:29]=1[O:34][CH3:35])[C:17]1[CH:22]=[CH:21][C:20]([S:23]([NH2:26])(=[O:25])=[O:24])=[CH:19][CH:18]=1, predict the reaction product. The product is: [CH3:12][S:13][CH2:14][CH2:15][N:16]([CH2:27][C:28]1[CH:33]=[CH:32][CH:31]=[CH:30][C:29]=1[O:34][CH3:35])[C:17]1[CH:18]=[CH:19][C:20]([S:23]([NH2:26])(=[O:24])=[O:25])=[CH:21][CH:22]=1.